Regression. Given two drug SMILES strings and cell line genomic features, predict the synergy score measuring deviation from expected non-interaction effect. From a dataset of NCI-60 drug combinations with 297,098 pairs across 59 cell lines. (1) Drug 1: CC1=C(C(=CC=C1)Cl)NC(=O)C2=CN=C(S2)NC3=CC(=NC(=N3)C)N4CCN(CC4)CCO. Drug 2: C1=NNC2=C1C(=O)NC=N2. Cell line: UACC62. Synergy scores: CSS=8.30, Synergy_ZIP=-4.02, Synergy_Bliss=-2.43, Synergy_Loewe=-9.67, Synergy_HSA=-1.50. (2) Drug 1: C1=CC(=C2C(=C1NCCNCCO)C(=O)C3=C(C=CC(=C3C2=O)O)O)NCCNCCO. Drug 2: CC1C(C(CC(O1)OC2CC(CC3=C2C(=C4C(=C3O)C(=O)C5=CC=CC=C5C4=O)O)(C(=O)C)O)N)O. Cell line: SK-MEL-5. Synergy scores: CSS=70.7, Synergy_ZIP=-3.06, Synergy_Bliss=-0.0728, Synergy_Loewe=2.49, Synergy_HSA=4.13. (3) Drug 1: CC1=C(C=C(C=C1)NC(=O)C2=CC=C(C=C2)CN3CCN(CC3)C)NC4=NC=CC(=N4)C5=CN=CC=C5. Drug 2: CC1CCC2CC(C(=CC=CC=CC(CC(C(=O)C(C(C(=CC(C(=O)CC(OC(=O)C3CCCCN3C(=O)C(=O)C1(O2)O)C(C)CC4CCC(C(C4)OC)O)C)C)O)OC)C)C)C)OC. Cell line: HCT116. Synergy scores: CSS=-7.58, Synergy_ZIP=2.63, Synergy_Bliss=-1.19, Synergy_Loewe=-11.2, Synergy_HSA=-9.27. (4) Drug 1: CC1=CC=C(C=C1)C2=CC(=NN2C3=CC=C(C=C3)S(=O)(=O)N)C(F)(F)F. Cell line: SF-295. Synergy scores: CSS=2.64, Synergy_ZIP=0.543, Synergy_Bliss=1.66, Synergy_Loewe=0.00643, Synergy_HSA=-0.358. Drug 2: CNC(=O)C1=NC=CC(=C1)OC2=CC=C(C=C2)NC(=O)NC3=CC(=C(C=C3)Cl)C(F)(F)F. (5) Drug 1: C1=CC(=CC=C1C#N)C(C2=CC=C(C=C2)C#N)N3C=NC=N3. Drug 2: C1CN(CCN1C(=O)CCBr)C(=O)CCBr. Cell line: SNB-19. Synergy scores: CSS=29.8, Synergy_ZIP=-5.56, Synergy_Bliss=0.115, Synergy_Loewe=4.34, Synergy_HSA=4.63. (6) Drug 1: CC1=C(C=C(C=C1)NC(=O)C2=CC=C(C=C2)CN3CCN(CC3)C)NC4=NC=CC(=N4)C5=CN=CC=C5. Cell line: T-47D. Drug 2: C1=CC=C(C=C1)NC(=O)CCCCCCC(=O)NO. Synergy scores: CSS=4.49, Synergy_ZIP=-2.25, Synergy_Bliss=-4.47, Synergy_Loewe=-27.2, Synergy_HSA=-8.93. (7) Cell line: COLO 205. Drug 1: C1=NC2=C(N=C(N=C2N1C3C(C(C(O3)CO)O)O)F)N. Drug 2: C1=NC2=C(N=C(N=C2N1C3C(C(C(O3)CO)O)F)Cl)N. Synergy scores: CSS=21.8, Synergy_ZIP=-5.57, Synergy_Bliss=0.675, Synergy_Loewe=-16.6, Synergy_HSA=-3.13.